From a dataset of Catalyst prediction with 721,799 reactions and 888 catalyst types from USPTO. Predict which catalyst facilitates the given reaction. (1) Reactant: [CH3:1][O:2][C:3]1[CH:8]=[CH:7][C:6]([CH:9]2[CH2:18][N:17]([CH3:19])[CH2:16][C:15]3[N:14]=[C:13]([OH:20])[CH:12]=[CH:11][C:10]2=3)=[CH:5][CH:4]=1.C1C=CC(P(C2C=CC=CC=2)C2C=CC=CC=2)=CC=1.C(OC([N+](C(OC(C)(C)C)=O)=[N-])=O)(C)(C)C.[N:56]1([CH2:62][CH2:63][CH2:64]O)[CH2:61][CH2:60][CH2:59][CH2:58][CH2:57]1. Product: [CH3:1][O:2][C:3]1[CH:4]=[CH:5][C:6]([CH:9]2[CH2:18][N:17]([CH3:19])[CH2:16][C:15]3[N:14]=[C:13]([O:20][CH2:64][CH2:63][CH2:62][N:56]4[CH2:61][CH2:60][CH2:59][CH2:58][CH2:57]4)[CH:12]=[CH:11][C:10]2=3)=[CH:7][CH:8]=1. The catalyst class is: 1. (2) Product: [OH:16][C:13]1[CH2:14][CH2:15][C:10]([CH3:17])([CH3:9])[CH2:11][C:12]=1[C:1]([O:4][CH3:5])=[O:6]. Reactant: [C:1](=[O:6])([O:4][CH3:5])OC.[H-].[Na+].[CH3:9][C:10]1([CH3:17])[CH2:15][CH2:14][C:13](=[O:16])[CH2:12][CH2:11]1.C([O-])(O)=O.[Na+]. The catalyst class is: 1. (3) Reactant: Br[CH2:2][C:3]([NH:5][C:6]([CH2:25][CH2:26][C:27]([O:29][C:30]([CH3:33])([CH3:32])[CH3:31])=[O:28])([CH2:16][CH2:17][C:18]([O:20][C:21]([CH3:24])([CH3:23])[CH3:22])=[O:19])[CH2:7][CH2:8][C:9]([O:11][C:12]([CH3:15])([CH3:14])[CH3:13])=[O:10])=[O:4].[NH:34]1[CH:38]=[CH:37][N:36]=[C:35]1[CH:39]=[O:40].CCN(C(C)C)C(C)C. Product: [C:12]([O:11][C:9](=[O:10])[CH2:8][CH2:7][C:6]([NH:5][C:3](=[O:4])[CH2:2][N:34]1[CH:38]=[CH:37][N:36]=[C:35]1[CH:39]=[O:40])([CH2:25][CH2:26][C:27]([O:29][C:30]([CH3:33])([CH3:32])[CH3:31])=[O:28])[CH2:16][CH2:17][C:18]([O:20][C:21]([CH3:24])([CH3:23])[CH3:22])=[O:19])([CH3:15])([CH3:14])[CH3:13]. The catalyst class is: 3.